Dataset: NCI-60 drug combinations with 297,098 pairs across 59 cell lines. Task: Regression. Given two drug SMILES strings and cell line genomic features, predict the synergy score measuring deviation from expected non-interaction effect. (1) Drug 1: C1=CN(C(=O)N=C1N)C2C(C(C(O2)CO)O)(F)F. Drug 2: C1CC(CNC1)C2=CC=C(C=C2)N3C=C4C=CC=C(C4=N3)C(=O)N. Cell line: UACC62. Synergy scores: CSS=36.8, Synergy_ZIP=-1.93, Synergy_Bliss=-3.29, Synergy_Loewe=-4.53, Synergy_HSA=-0.291. (2) Drug 1: CCCCCOC(=O)NC1=NC(=O)N(C=C1F)C2C(C(C(O2)C)O)O. Drug 2: C1CNP(=O)(OC1)N(CCCl)CCCl. Cell line: SF-539. Synergy scores: CSS=2.20, Synergy_ZIP=-1.33, Synergy_Bliss=-2.56, Synergy_Loewe=2.21, Synergy_HSA=-2.99.